This data is from Reaction yield outcomes from USPTO patents with 853,638 reactions. The task is: Predict the reaction yield, written as a fraction of the theoretical maximum amount of product (1.0 means a 100% yield; for example, 0.34 means a 34% yield). The reactants are [C:1]([C:3]1[C:4]([N:9]([CH3:14])[S:10]([CH3:13])(=[O:12])=[O:11])=[N:5][CH:6]=[CH:7][CH:8]=1)#[N:2]. The catalyst is N.[Ni]. The product is [NH2:2][CH2:1][C:3]1[C:4]([N:9]([CH3:14])[S:10]([CH3:13])(=[O:12])=[O:11])=[N:5][CH:6]=[CH:7][CH:8]=1. The yield is 0.740.